Dataset: Blood-brain barrier permeability classification from the B3DB database. Task: Regression/Classification. Given a drug SMILES string, predict its absorption, distribution, metabolism, or excretion properties. Task type varies by dataset: regression for continuous measurements (e.g., permeability, clearance, half-life) or binary classification for categorical outcomes (e.g., BBB penetration, CYP inhibition). Dataset: b3db_classification. The compound is COC(=O)C[C@@H](c1cc(OC)c2c(c1)OCCO2)c1c(O)c(C(=O)OC)c[nH]c1=O. The result is 1 (penetrates BBB).